The task is: Predict the reaction yield, written as a fraction of the theoretical maximum amount of product (1.0 means a 100% yield; for example, 0.34 means a 34% yield).. This data is from Reaction yield outcomes from USPTO patents with 853,638 reactions. (1) The reactants are O[C:2]1([C:8]2[S:12][C:11]3[CH:13]=[CH:14][CH:15]=[CH:16][C:10]=3[C:9]=2[CH2:17][CH3:18])[CH2:7][CH2:6][NH:5][CH2:4][CH2:3]1.[O:19]1[CH2:21][C@H:20]1[CH2:22][O:23][C:24]1[C:32]2[CH2:31][CH2:30][O:29][C:28]=2[CH:27]=[CH:26][CH:25]=1. The catalyst is CO. The product is [O:29]1[CH2:30][CH2:31][C:32]2[C:24]([O:23][CH2:22][C@@H:20]([OH:19])[CH2:21][N:5]3[CH2:6][CH2:7][CH:2]([C:8]4[S:12][C:11]5[CH:13]=[CH:14][CH:15]=[CH:16][C:10]=5[C:9]=4[CH2:17][CH3:18])[CH2:3][CH2:4]3)=[CH:25][CH:26]=[CH:27][C:28]1=2. The yield is 0.350. (2) The reactants are Cl[C:2]1[C:7]([CH3:8])=[C:6]([C:9]2[O:10][CH:11]=[CH:12][CH:13]=2)[N:5]=[C:4]([NH2:14])[N:3]=1.[C:15](#[N:17])C. No catalyst specified. The product is [NH2:14][C:4]1[N:3]=[C:2]([C:15]#[N:17])[C:7]([CH3:8])=[C:6]([C:9]2[O:10][CH:11]=[CH:12][CH:13]=2)[N:5]=1. The yield is 0.650. (3) The reactants are CS(O[C:6]1[CH:11]=[CH:10][CH:9]=[C:8]([C:12]2[S:13][C:14]3[CH:22]=[CH:21][CH:20]=[CH:19][C:15]=3[C:16](=[O:18])[N:17]=2)[N:7]=1)(=O)=O.[CH2:23]([N:25]([CH2:28][CH3:29])[CH2:26][CH3:27])C.[Cl:30][C:31]1[CH:36]=[CH:35][C:34]([C:37]2([OH:43])CCNCC2)=[CH:33][CH:32]=1.C(OCC)(=O)C. The catalyst is CN(C=O)C.O. The product is [Cl:30][C:31]1[CH:36]=[CH:35][C:34]([C:37]2([OH:43])[CH2:29][CH2:28][N:25]([CH2:23][C:6]3[N:7]=[C:8]([C:12]4[S:13][C:14]5[CH:22]=[CH:21][CH:20]=[CH:19][C:15]=5[C:16](=[O:18])[N:17]=4)[CH:9]=[CH:10][CH:11]=3)[CH2:26][CH2:27]2)=[CH:33][CH:32]=1. The yield is 0.490. (4) The reactants are [NH:1]1[C:9]2[C:4](=[CH:5][CH:6]=[CH:7][CH:8]=2)[CH2:3][CH2:2]1.C=O.[BH3-][C:13]#N.[Na+]. The catalyst is CO.CC(O)=O.C(Cl)Cl. The product is [CH3:13][N:1]1[C:9]2[C:4](=[CH:5][CH:6]=[CH:7][CH:8]=2)[CH2:3][CH2:2]1. The yield is 0.870. (5) The reactants are [CH3:1][C:2]1[C:6]([CH2:7][N:8]2[CH:12]=[C:11]([NH2:13])[N:10]=[CH:9]2)=[C:5]([CH3:14])[O:4][N:3]=1.[O:15]1[C:19]2[CH:20]=[CH:21][C:22]([C:24](Cl)=[O:25])=[CH:23][C:18]=2[O:17][CH2:16]1.C(N(CC)CC)C. The catalyst is ClCCl. The product is [CH3:1][C:2]1[C:6]([CH2:7][N:8]2[CH:12]=[C:11]([NH:13][C:24]([C:22]3[CH:21]=[CH:20][C:19]4[O:15][CH2:16][O:17][C:18]=4[CH:23]=3)=[O:25])[N:10]=[CH:9]2)=[C:5]([CH3:14])[O:4][N:3]=1. The yield is 0.150. (6) The reactants are [F:1][C:2]1[C:11]2[O:10][CH2:9][C@H:8]([NH:12][CH2:13][CH:14]([CH3:26])[CH2:15][C:16]3[C:24]4[C:19](=[CH:20][CH:21]=[C:22]([F:25])[CH:23]=4)[NH:18][CH:17]=3)[CH2:7][C:6]=2[C:5]([C:27]([NH2:29])=[O:28])=[CH:4][CH:3]=1.C(O)(=O)C.[CH:34]1([CH:37]=O)[CH2:36][CH2:35]1.C([BH3-])#N.[Na+]. The catalyst is CO.C(Cl)Cl.CO. The product is [CH:34]1([CH2:37][N:12]([CH2:13][CH:14]([CH3:26])[CH2:15][C:16]2[C:24]3[C:19](=[CH:20][CH:21]=[C:22]([F:25])[CH:23]=3)[NH:18][CH:17]=2)[C@@H:8]2[CH2:7][C:6]3[C:5]([C:27]([NH2:29])=[O:28])=[CH:4][CH:3]=[C:2]([F:1])[C:11]=3[O:10][CH2:9]2)[CH2:36][CH2:35]1. The yield is 0.940. (7) The reactants are C([O:8][CH2:9][CH2:10][O:11][C:12]1[CH:17]=[CH:16][C:15]([NH:18][C:19](=[O:47])[CH2:20][C:21]2[CH:26]=[CH:25][C:24]([C:27]3[CH:28]=[N:29][C:30]([O:36]CC4C=CC(OC)=CC=4)=[C:31]([O:33][CH2:34][CH3:35])[CH:32]=3)=[CH:23][C:22]=2[F:46])=[CH:14][C:13]=1[C:48]([F:51])([F:50])[F:49])C1C=CC=CC=1. The catalyst is CO.[Pd]. The product is [CH2:34]([O:33][C:31]1[C:30](=[O:36])[NH:29][CH:28]=[C:27]([C:24]2[CH:25]=[CH:26][C:21]([CH2:20][C:19]([NH:18][C:15]3[CH:16]=[CH:17][C:12]([O:11][CH2:10][CH2:9][OH:8])=[C:13]([C:48]([F:50])([F:51])[F:49])[CH:14]=3)=[O:47])=[C:22]([F:46])[CH:23]=2)[CH:32]=1)[CH3:35]. The yield is 0.746. (8) The reactants are [NH2:1][C:2]1[CH:3]=[C:4]2[C:9](=[CH:10][CH:11]=1)[N:8]=[C:7]([CH2:12][CH:13]([CH3:15])[CH3:14])[C:6]([CH2:16][NH:17][C:18](=[O:24])[O:19][C:20]([CH3:23])([CH3:22])[CH3:21])=[C:5]2[C:25]1[CH:30]=[CH:29][C:28]([CH3:31])=[CH:27][CH:26]=1.[CH3:32][S:33](Cl)(=[O:35])=[O:34].C(N(CC)CC)C.O. The catalyst is O1CCCC1. The product is [CH2:12]([C:7]1[C:6]([CH2:16][NH:17][C:18](=[O:24])[O:19][C:20]([CH3:23])([CH3:21])[CH3:22])=[C:5]([C:25]2[CH:26]=[CH:27][C:28]([CH3:31])=[CH:29][CH:30]=2)[C:4]2[C:9](=[CH:10][CH:11]=[C:2]([NH:1][S:33]([CH3:32])(=[O:35])=[O:34])[CH:3]=2)[N:8]=1)[CH:13]([CH3:15])[CH3:14]. The yield is 0.840. (9) The reactants are [C:1]([O:9][CH2:10][C@:11]([CH3:20])([O:14][CH2:15][CH2:16][CH2:17][CH:18]=[CH2:19])C=C)(=[O:8])[C:2]1[CH:7]=[CH:6][CH:5]=[CH:4][CH:3]=1. The catalyst is C(Cl)Cl.Cl[Ru](=C1N(C2C(C)=CC(C)=CC=2C)CCN1C1C(C)=CC(C)=CC=1C)(Cl)(=CC1C=CC=CC=1)[P](C1CCCCC1)(C1CCCCC1)C1CCCCC1. The product is [C:1]([O:9][CH2:10][C@@:11]1([CH3:20])[CH:19]=[CH:18][CH2:17][CH2:16][CH2:15][O:14]1)(=[O:8])[C:2]1[CH:3]=[CH:4][CH:5]=[CH:6][CH:7]=1. The yield is 0.460.